From a dataset of NCI-60 drug combinations with 297,098 pairs across 59 cell lines. Regression. Given two drug SMILES strings and cell line genomic features, predict the synergy score measuring deviation from expected non-interaction effect. (1) Drug 1: CC1=C2C(C(=O)C3(C(CC4C(C3C(C(C2(C)C)(CC1OC(=O)C(C(C5=CC=CC=C5)NC(=O)OC(C)(C)C)O)O)OC(=O)C6=CC=CC=C6)(CO4)OC(=O)C)OC)C)OC. Drug 2: CN(C)N=NC1=C(NC=N1)C(=O)N. Cell line: SR. Synergy scores: CSS=39.7, Synergy_ZIP=2.15, Synergy_Bliss=-0.502, Synergy_Loewe=-33.9, Synergy_HSA=0.250. (2) Drug 1: CCC1=CC2CC(C3=C(CN(C2)C1)C4=CC=CC=C4N3)(C5=C(C=C6C(=C5)C78CCN9C7C(C=CC9)(C(C(C8N6C)(C(=O)OC)O)OC(=O)C)CC)OC)C(=O)OC.C(C(C(=O)O)O)(C(=O)O)O. Drug 2: CC1CCC2CC(C(=CC=CC=CC(CC(C(=O)C(C(C(=CC(C(=O)CC(OC(=O)C3CCCCN3C(=O)C(=O)C1(O2)O)C(C)CC4CCC(C(C4)OC)O)C)C)O)OC)C)C)C)OC. Cell line: SNB-75. Synergy scores: CSS=27.0, Synergy_ZIP=-2.75, Synergy_Bliss=-0.305, Synergy_Loewe=2.55, Synergy_HSA=2.83. (3) Drug 1: CC1=C2C(C(=O)C3(C(CC4C(C3C(C(C2(C)C)(CC1OC(=O)C(C(C5=CC=CC=C5)NC(=O)OC(C)(C)C)O)O)OC(=O)C6=CC=CC=C6)(CO4)OC(=O)C)O)C)O. Drug 2: C1=CC=C(C=C1)NC(=O)CCCCCCC(=O)NO. Cell line: IGROV1. Synergy scores: CSS=13.0, Synergy_ZIP=-1.33, Synergy_Bliss=-0.0692, Synergy_Loewe=1.23, Synergy_HSA=1.29. (4) Drug 1: CS(=O)(=O)OCCCCOS(=O)(=O)C. Drug 2: CC1=C(C(=O)C2=C(C1=O)N3CC4C(C3(C2COC(=O)N)OC)N4)N. Synergy scores: CSS=1.31, Synergy_ZIP=-1.70, Synergy_Bliss=-0.314, Synergy_Loewe=-12.7, Synergy_HSA=-3.49. Cell line: UO-31. (5) Drug 1: CC1CCC2CC(C(=CC=CC=CC(CC(C(=O)C(C(C(=CC(C(=O)CC(OC(=O)C3CCCCN3C(=O)C(=O)C1(O2)O)C(C)CC4CCC(C(C4)OC)OCCO)C)C)O)OC)C)C)C)OC. Drug 2: C1=NC2=C(N1)C(=S)N=CN2. Cell line: KM12. Synergy scores: CSS=16.6, Synergy_ZIP=-1.91, Synergy_Bliss=3.45, Synergy_Loewe=-1.45, Synergy_HSA=1.12. (6) Drug 1: C1=C(C(=O)NC(=O)N1)F. Drug 2: CC1=C(C=C(C=C1)C(=O)NC2=CC(=CC(=C2)C(F)(F)F)N3C=C(N=C3)C)NC4=NC=CC(=N4)C5=CN=CC=C5. Cell line: MDA-MB-435. Synergy scores: CSS=25.9, Synergy_ZIP=4.73, Synergy_Bliss=3.44, Synergy_Loewe=0.314, Synergy_HSA=1.17. (7) Drug 1: C1CN(P(=O)(OC1)NCCCl)CCCl. Drug 2: C(CCl)NC(=O)N(CCCl)N=O. Cell line: RXF 393. Synergy scores: CSS=0.971, Synergy_ZIP=-1.49, Synergy_Bliss=-0.869, Synergy_Loewe=-1.74, Synergy_HSA=-1.73. (8) Drug 1: CN1C2=C(C=C(C=C2)N(CCCl)CCCl)N=C1CCCC(=O)O.Cl. Drug 2: CCC1(C2=C(COC1=O)C(=O)N3CC4=CC5=C(C=CC(=C5CN(C)C)O)N=C4C3=C2)O.Cl. Cell line: ACHN. Synergy scores: CSS=22.6, Synergy_ZIP=0.610, Synergy_Bliss=-0.364, Synergy_Loewe=-54.7, Synergy_HSA=-0.684.